The task is: Predict the product of the given reaction.. This data is from Forward reaction prediction with 1.9M reactions from USPTO patents (1976-2016). (1) Given the reactants [F:1][C:2]1[CH:7]=[CH:6][C:5]([CH:8]2[O:12]C(=O)[NH:10][CH:9]2[CH2:14][C:15]2[CH:20]=[C:19]([CH3:21])[CH:18]=[C:17]([O:22][C:23]([F:28])([F:27])[CH:24]([F:26])[F:25])[CH:16]=2)=[CH:4][CH:3]=1.[OH-].[Na+], predict the reaction product. The product is: [NH2:10][CH:9]([CH2:14][C:15]1[CH:20]=[C:19]([CH3:21])[CH:18]=[C:17]([O:22][C:23]([F:28])([F:27])[CH:24]([F:26])[F:25])[CH:16]=1)[CH:8]([C:5]1[CH:6]=[CH:7][C:2]([F:1])=[CH:3][CH:4]=1)[OH:12]. (2) Given the reactants [Cl:1][C:2]1[C:10]([Cl:11])=[CH:9][CH:8]=[CH:7][C:3]=1[C:4]([OH:6])=O.CN(C(ON1N=NC2C=CC=NC1=2)=[N+](C)C)C.F[P-](F)(F)(F)(F)F.CCN(C(C)C)C(C)C.[I-].[CH2:46]([N+:50]1[N:54]=[C:53]([CH3:55])[S:52][C:51]=1[CH3:56])[CH2:47][CH2:48][CH3:49], predict the reaction product. The product is: [CH2:46]([N:50]1[N:54]=[C:53]([CH3:55])[S:52]/[C:51]/1=[CH:56]\[C:4]([C:3]1[CH:7]=[CH:8][CH:9]=[C:10]([Cl:11])[C:2]=1[Cl:1])=[O:6])[CH2:47][CH2:48][CH3:49].